The task is: Predict the product of the given reaction.. This data is from Forward reaction prediction with 1.9M reactions from USPTO patents (1976-2016). (1) Given the reactants [F:1][C:2]1[CH:3]=[C:4]2[C:9](=[CH:10][C:11]=1[F:12])[C:8](=[O:13])[NH:7][CH:6]=[CH:5]2.[I:14]I.C(=O)([O-])O.[Na+].S([O-])([O-])(=O)=S.[Na+].[Na+], predict the reaction product. The product is: [F:1][C:2]1[CH:3]=[C:4]2[C:9](=[CH:10][C:11]=1[F:12])[C:8](=[O:13])[NH:7][CH:6]=[C:5]2[I:14]. (2) Given the reactants [F:1][C:2]1[CH:3]=[CH:4][C:5]([NH:12][S:13]([C:16]2[CH:21]=[CH:20][C:19]([CH3:22])=[CH:18][CH:17]=2)(=[O:15])=[O:14])=[C:6]([CH:11]=1)[C:7]([O:9][CH3:10])=[O:8].Cl[CH2:24][CH2:25][CH2:26][C:27]#[N:28].C(=O)([O-])[O-].[K+].[K+].[I-].[K+], predict the reaction product. The product is: [C:27]([CH2:26][CH2:25][CH2:24][N:12]([S:13]([C:16]1[CH:21]=[CH:20][C:19]([CH3:22])=[CH:18][CH:17]=1)(=[O:15])=[O:14])[C:5]1[CH:4]=[CH:3][C:2]([F:1])=[CH:11][C:6]=1[C:7]([O:9][CH3:10])=[O:8])#[N:28]. (3) Given the reactants P(Br)(Br)Br.[CH3:5][C:6]([CH2:19][CH2:20][CH:21]=[C:22]([CH3:24])[CH3:23])=[CH:7][CH2:8][C:9]1[C:14]([F:15])=[CH:13][C:12]([CH2:16]O)=[CH:11][C:10]=1[F:18].[P:25]([O:32]CC)([O:29][CH2:30][CH3:31])[O:26][CH2:27][CH3:28].[I-].[Na+], predict the reaction product. The product is: [CH2:27]([O:26][P:25]([CH2:16][C:12]1[CH:13]=[C:14]([F:15])[C:9]([CH2:8][CH:7]=[C:6]([CH3:5])[CH2:19][CH2:20][CH:21]=[C:22]([CH3:24])[CH3:23])=[C:10]([F:18])[CH:11]=1)(=[O:32])[O:29][CH2:30][CH3:31])[CH3:28]. (4) Given the reactants [CH3:1][CH2:2][CH2:3][S:4]([NH:7][C:8]1[CH:9]=[CH:10][C:11]([F:33])=[C:12]([C:15]([C:17]2[C:21]3[CH:22]=[C:23]([C:26]4[CH:27]=[CH:28][C:29]([Cl:32])=[CH:30][CH:31]=4)[CH:24]=[N:25][C:20]=3[NH:19][CH:18]=2)=[O:16])[C:13]=1[F:14])(=[O:6])=[O:5].CC(C)=O.[OH:38][CH2:39][CH2:40][N+:41]([CH3:44])([CH3:43])[CH3:42].C(O)(C)C, predict the reaction product. The product is: [CH3:1][CH2:2][CH2:3][S:4]([NH:7][C:8]1[CH:9]=[CH:10][C:11]([F:33])=[C:12]([C:15]([C:17]2[C:21]3[CH:22]=[C:23]([C:26]4[CH:27]=[CH:28][C:29]([Cl:32])=[CH:30][CH:31]=4)[CH:24]=[N:25][C:20]=3[NH:19][CH:18]=2)=[O:16])[C:13]=1[F:14])(=[O:6])=[O:5].[OH:38][CH2:39][CH2:40][N+:41]([CH3:44])([CH3:43])[CH3:42]. (5) Given the reactants C(O)(=O)C.[CH3:5][C:6]1[N:11]=[C:10]2[N:12]([CH2:18][O:19][CH2:20][CH2:21][Si:22]([CH3:25])([CH3:24])[CH3:23])[N:13]=[C:14]([C:15](=[NH:17])[NH2:16])[C:9]2=[CH:8][CH:7]=1.C([N:28](CC)CC)C.O.NN.[Cl-].[Na+], predict the reaction product. The product is: [CH3:5][C:6]1[N:11]=[C:10]2[N:12]([CH2:18][O:19][CH2:20][CH2:21][Si:22]([CH3:24])([CH3:23])[CH3:25])[N:13]=[C:14]([C:15](=[NH:16])[NH:17][NH2:28])[C:9]2=[CH:8][CH:7]=1. (6) Given the reactants [NH2:15][C:14]1[CH:16]=[C:17]([Cl:22])[C:18]([O:20][CH3:21])=[CH:19][C:13]=1[S:12][S:12][C:13]1[CH:19]=[C:18]([O:20][CH3:21])[C:17]([Cl:22])=[CH:16][C:14]=1[NH2:15].[CH3:23][C:24]1([CH3:32])[NH:29][C:28](=[O:30])[CH2:27][C:26](=O)[CH2:25]1, predict the reaction product. The product is: [Cl:22][C:17]1[C:18]([O:20][CH3:21])=[CH:19][C:13]2[S:12][C:27]3[C:28](=[O:30])[NH:29][C:24]([CH3:32])([CH3:23])[CH2:25][C:26]=3[NH:15][C:14]=2[CH:16]=1. (7) Given the reactants [O:1]1[CH:5]=[CH:4][CH:3]=[C:2]1[CH2:6][N:7]1[C:15]2[C:10](=[CH:11][CH:12]=[CH:13][CH:14]=2)[C:9]([CH:16]2[CH2:21][CH2:20][NH:19][CH2:18][CH2:17]2)=[CH:8]1.C([O:24][C:25](=[O:36])[C:26]1[CH:31]=[C:30]([CH2:32]Br)[CH:29]=[CH:28][C:27]=1[O:34][CH3:35])C, predict the reaction product. The product is: [O:1]1[CH:5]=[CH:4][CH:3]=[C:2]1[CH2:6][N:7]1[C:15]2[C:10](=[CH:11][CH:12]=[CH:13][CH:14]=2)[C:9]([CH:16]2[CH2:21][CH2:20][N:19]([CH2:32][C:30]3[CH:29]=[CH:28][C:27]([O:34][CH3:35])=[C:26]([CH:31]=3)[C:25]([OH:36])=[O:24])[CH2:18][CH2:17]2)=[CH:8]1. (8) Given the reactants [C:1]1([CH2:7][Mg]Cl)[CH:6]=[CH:5][CH:4]=[CH:3][CH:2]=1.[I-].[CH3:11][N+:12]1[CH:17]=[CH:16][C:15]([CH3:18])=[CH:14][C:13]=1[CH3:19], predict the reaction product. The product is: [CH2:7]([CH:17]1[CH:16]=[C:15]([CH3:18])[CH:14]=[C:13]([CH3:19])[N:12]1[CH3:11])[C:1]1[CH:6]=[CH:5][CH:4]=[CH:3][CH:2]=1. (9) Given the reactants [C:1]([O:5][C:6]([N:8]1[CH2:13][CH2:12][CH:11]([OH:14])[CH2:10][CH2:9]1)=[O:7])([CH3:4])([CH3:3])[CH3:2].[H-].[Na+].[Cl:17][C:18]1[CH:23]=[CH:22][C:21]([CH2:24]Cl)=[CH:20][N:19]=1.CCCCCCC, predict the reaction product. The product is: [Cl:17][C:18]1[N:19]=[CH:20][C:21]([CH2:24][O:14][CH:11]2[CH2:12][CH2:13][N:8]([C:6]([O:5][C:1]([CH3:4])([CH3:2])[CH3:3])=[O:7])[CH2:9][CH2:10]2)=[CH:22][CH:23]=1.